Dataset: Reaction yield outcomes from USPTO patents with 853,638 reactions. Task: Predict the reaction yield, written as a fraction of the theoretical maximum amount of product (1.0 means a 100% yield; for example, 0.34 means a 34% yield). (1) The reactants are [OH:1][C:2]1[CH:3]=[C:4]([CH:7]=[CH:8][C:9]=1[O:10][CH3:11])[CH:5]=[O:6].C([O-])([O-])=O.[K+].[K+].Br[CH2:19][CH2:20][F:21]. The catalyst is CN(C=O)C. The product is [F:21][CH2:20][CH2:19][O:1][C:2]1[CH:3]=[C:4]([CH:7]=[CH:8][C:9]=1[O:10][CH3:11])[CH:5]=[O:6]. The yield is 0.970. (2) The reactants are [CH3:1][O:2][C:3]1[CH:8]=[CH:7][C:6]([C:9]2[NH:13][N:12]=[C:11]([NH:14][C:15](=[O:21])[CH2:16][CH2:17][CH2:18][CH2:19]Br)[CH:10]=2)=[CH:5][CH:4]=1.[I-].[Na+].C([N:31]1[CH2:37][CH2:36][CH2:35][NH:34][CH2:33][CH2:32]1)(OC(C)(C)C)=O.C(N(C(C)C)CC)(C)C.CO.N. The catalyst is CN1C(=O)CCC1.C(Cl)Cl.C(Cl)Cl.CO. The product is [CH3:1][O:2][C:3]1[CH:8]=[CH:7][C:6]([C:9]2[CH:10]=[C:11]([NH:14][C:15](=[O:21])[CH2:16][CH2:17][CH2:18][CH2:19][N:31]3[CH2:37][CH2:36][CH2:35][NH:34][CH2:33][CH2:32]3)[NH:12][N:13]=2)=[CH:5][CH:4]=1. The yield is 0.120.